This data is from Retrosynthesis with 50K atom-mapped reactions and 10 reaction types from USPTO. The task is: Predict the reactants needed to synthesize the given product. (1) Given the product COc1cc(-c2cn(C3CCC(=O)CC3)c3ncnc(N)c23)ccc1N, predict the reactants needed to synthesize it. The reactants are: COc1cc(-c2cn(C3CCC4(CC3)OCCO4)c3ncnc(N)c23)ccc1N. (2) The reactants are: CN1CCNCC1.Nc1ncc(Br)s1. Given the product CN1CCN(c2cnc(N)s2)CC1, predict the reactants needed to synthesize it. (3) Given the product CC(C)c1cc2cc(O)c(Cl)c(Cl)c2s1, predict the reactants needed to synthesize it. The reactants are: COc1cc2cc(C(C)C)sc2c(Cl)c1Cl. (4) Given the product COC(=O)c1ccc(F)c(COc2ccc(-c3ccc(F)cc3F)cc2)c1, predict the reactants needed to synthesize it. The reactants are: COC(=O)c1ccc(F)c(COc2ccc(I)cc2)c1.OB(O)c1ccc(F)cc1F. (5) Given the product CC(C)(C)OC(=O)N1CCC[C@@H](Oc2cncc(C(=O)O)c2)C1, predict the reactants needed to synthesize it. The reactants are: COC(=O)c1cncc(O[C@@H]2CCCN(C(=O)OC(C)(C)C)C2)c1. (6) Given the product CC(C)(C)OC(=O)N1CC(c2ccccc2)(c2ccccc2)OC[C@@H]1COCc1ccccc1, predict the reactants needed to synthesize it. The reactants are: CC(C)(C)OC(=O)N[C@@H](COCc1ccccc1)COC(CI)(c1ccccc1)c1ccccc1.